This data is from Catalyst prediction with 721,799 reactions and 888 catalyst types from USPTO. The task is: Predict which catalyst facilitates the given reaction. (1) Reactant: [CH2:1]([O:3][C:4]([C:6]1[CH:15]=[C:14]2[C:9]([CH:10]=[CH:11][CH:12]=[N+:13]2[O-])=[CH:8][CH:7]=1)=[O:5])[CH3:2].FC(F)(F)S(OS(C(F)(F)F)(=O)=O)(=O)=O.[CH3:32][NH2:33].O1CCCC1. Product: [CH3:32][NH:33][C:12]1[CH:11]=[CH:10][C:9]2[C:14](=[CH:15][C:6]([C:4]([O:3][CH2:1][CH3:2])=[O:5])=[CH:7][CH:8]=2)[N:13]=1. The catalyst class is: 4. (2) Reactant: [CH2:1]([C:4]1[C:13]([OH:14])=[C:12]2[C:7]([CH:8]=[CH:9][CH:10]=[N:11]2)=[C:6]([F:15])[CH:5]=1)[CH:2]=[CH2:3].[H][H]. Product: [F:15][C:6]1[CH:5]=[C:4]([CH2:1][CH2:2][CH3:3])[C:13]([OH:14])=[C:12]2[C:7]=1[CH:8]=[CH:9][CH:10]=[N:11]2. The catalyst class is: 43. (3) Reactant: C(OC(=O)[NH:7][C@H:8]1[CH2:13][CH2:12][C@H:11]([CH:14]=[CH:15][CH2:16][CH2:17][C:18]2[CH:23]=[CH:22][CH:21]=[CH:20][CH:19]=2)[CH2:10][CH2:9]1)(C)(C)C.FC(F)(F)C(O)=O. Product: [C:18]1([CH2:17][CH2:16][CH:15]=[CH:14][C@H:11]2[CH2:10][CH2:9][C@H:8]([NH2:7])[CH2:13][CH2:12]2)[CH:23]=[CH:22][CH:21]=[CH:20][CH:19]=1. The catalyst class is: 4. (4) Reactant: Cl[C:2]1[C:7]([C:8]2[N:13]=[CH:12][N:11]=[C:10]([NH:14][CH2:15][C:16]3[CH:21]=[CH:20][C:19]([O:22][CH3:23])=[CH:18][C:17]=3[O:24][CH3:25])[CH:9]=2)=[CH:6][CH:5]=[CH:4][N:3]=1.[NH2:26][C:27]1[CH:28]=[C:29]([NH:34][C:35](=[O:46])[C:36]2[CH:41]=[CH:40][CH:39]=[C:38]([C:42]([F:45])([F:44])[F:43])[CH:37]=2)[CH:30]=[CH:31][C:32]=1[CH3:33].CC(C)([O-])C.[K+]. Product: [CH3:25][O:24][C:17]1[CH:18]=[C:19]([O:22][CH3:23])[CH:20]=[CH:21][C:16]=1[CH2:15][NH:14][C:10]1[N:11]=[CH:12][N:13]=[C:8]([C:7]2[C:2]([NH:26][C:27]3[CH:28]=[C:29]([NH:34][C:35](=[O:46])[C:36]4[CH:41]=[CH:40][CH:39]=[C:38]([C:42]([F:43])([F:44])[F:45])[CH:37]=4)[CH:30]=[CH:31][C:32]=3[CH3:33])=[N:3][CH:4]=[CH:5][CH:6]=2)[CH:9]=1. The catalyst class is: 584. (5) Reactant: [Br:1][C:2]1[CH:10]=[CH:9][C:5]([C:6]([NH2:8])=[S:7])=[C:4]([CH3:11])[CH:3]=1.Cl[CH:13]([CH:16]=O)[CH:14]=[O:15].C(=O)([O-])[O-].[Mg+2]. Product: [Br:1][C:2]1[CH:10]=[CH:9][C:5]([C:6]2[S:7][C:13]([CH:14]=[O:15])=[CH:16][N:8]=2)=[C:4]([CH3:11])[CH:3]=1. The catalyst class is: 216. (6) Reactant: [ClH:1].[CH2:2]([O:4][C:5]1[CH:14]=[C:13]([O:15][C@H:16]2[CH2:20][N:19](C(OC(C)(C)C)=O)[C@H:18]([C:28]([O:30][CH3:31])=[O:29])[CH2:17]2)[C:12]2[C:7](=[CH:8][C:9]([O:34][CH3:35])=[C:10]([CH:32]=[CH2:33])[CH:11]=2)[N:6]=1)[CH3:3]. Product: [ClH:1].[ClH:1].[CH2:2]([O:4][C:5]1[CH:14]=[C:13]([O:15][C@H:16]2[CH2:20][NH:19][C@H:18]([C:28]([O:30][CH3:31])=[O:29])[CH2:17]2)[C:12]2[C:7](=[CH:8][C:9]([O:34][CH3:35])=[C:10]([CH:32]=[CH2:33])[CH:11]=2)[N:6]=1)[CH3:3]. The catalyst class is: 2. (7) Reactant: [N:1]12[CH2:8][CH2:7][CH:4]([CH2:5][CH2:6]1)[C@@H:3]([O:9][C:10]([C:12]1([C:19]3[CH:24]=[CH:23][CH:22]=[CH:21][CH:20]=3)[CH2:18][CH2:17][CH2:16][CH2:15][CH2:14][CH2:13]1)=[O:11])[CH2:2]2.[Cl:25][CH2:26][C:27]([NH:29][C:30]1[CH:35]=[C:34]([CH3:36])[CH:33]=[CH:32][N:31]=1)=[O:28]. The catalyst class is: 23. Product: [Cl-:25].[CH3:36][C:34]1[CH:33]=[CH:32][N:31]=[C:30]([NH:29][C:27]([CH2:26][N+:1]23[CH2:8][CH2:7][CH:4]([CH2:5][CH2:6]2)[C@@H:3]([O:9][C:10]([C:12]2([C:19]4[CH:20]=[CH:21][CH:22]=[CH:23][CH:24]=4)[CH2:18][CH2:17][CH2:16][CH2:15][CH2:14][CH2:13]2)=[O:11])[CH2:2]3)=[O:28])[CH:35]=1.